The task is: Predict which catalyst facilitates the given reaction.. This data is from Catalyst prediction with 721,799 reactions and 888 catalyst types from USPTO. (1) Reactant: [Br:1]N1C(=O)CCC1=O.[CH:9]1([N:12]2[CH:16]=[CH:15][C:14]([C:17]3[CH:22]=[CH:21][C:20]([F:23])=[CH:19][CH:18]=3)=[N:13]2)[CH2:11][CH2:10]1.O. Product: [Br:1][C:15]1[C:14]([C:17]2[CH:22]=[CH:21][C:20]([F:23])=[CH:19][CH:18]=2)=[N:13][N:12]([CH:9]2[CH2:11][CH2:10]2)[CH:16]=1. The catalyst class is: 4. (2) Reactant: C(Cl)CCl.C1C=CC2N(O)N=[N:11]C=2C=1.[N:15]1([CH2:21][C:22]([OH:24])=O)[CH2:20][CH2:19][O:18][CH2:17][CH2:16]1.C(N(CC)CC)C. Product: [N:15]1([CH2:21][C:22]([NH2:11])=[O:24])[CH2:20][CH2:19][O:18][CH2:17][CH2:16]1. The catalyst class is: 3. (3) Reactant: [CH3:1][N:2]1[CH:7]=[CH:6][C:5]([C:8]2[CH2:9][CH2:10][N:11](C(OC(C)(C)C)=O)[CH2:12][CH:13]=2)=[CH:4][C:3]1=[O:21].[ClH:22].O1CCOCC1. Product: [ClH:22].[CH3:1][N:2]1[CH:7]=[CH:6][C:5]([C:8]2[CH2:9][CH2:10][NH:11][CH2:12][CH:13]=2)=[CH:4][C:3]1=[O:21].[ClH:22]. The catalyst class is: 25. (4) Reactant: C([C@]1(C([N:19]2[CH2:24][CH2:23][N:22]([C:25]3[CH:30]=[CH:29][CH:28]=[C:27]([C:31]([F:34])([F:33])[F:32])[N:26]=3)[CH2:21][CH2:20]2)=O)CC[C@@H](NC(=O)OC(C)(C)C)C1)(C)C.Cl. Product: [F:34][C:31]([F:32])([F:33])[C:27]1[N:26]=[C:25]([N:22]2[CH2:21][CH2:20][NH:19][CH2:24][CH2:23]2)[CH:30]=[CH:29][CH:28]=1. The catalyst class is: 12. (5) Reactant: [C:1]([NH:6][NH2:7])(=[O:5])[CH:2]([CH3:4])[CH3:3].[CH2:8]([O:15][C:16]([N:18]1[CH2:22][CH2:21][CH:20]([C:23](O)=[O:24])[CH2:19]1)=[O:17])[C:9]1[CH:14]=[CH:13][CH:12]=[CH:11][CH:10]=1.CCN=C=NCCCN(C)C.Cl.C1C=CC2N(O)N=NC=2C=1.O.C(N(CC)CC)C. Product: [C:1]([NH:6][NH:7][C:23]([CH:20]1[CH2:21][CH2:22][N:18]([C:16]([O:15][CH2:8][C:9]2[CH:14]=[CH:13][CH:12]=[CH:11][CH:10]=2)=[O:17])[CH2:19]1)=[O:24])(=[O:5])[CH:2]([CH3:4])[CH3:3]. The catalyst class is: 210. (6) Reactant: [CH2:1]([N:8]1[C:12]2[CH:13]=[C:14]([F:17])[CH:15]=[CH:16][C:11]=2[N:10]=[C:9]1[C@@H:18]([NH2:20])[CH3:19])[C:2]1[CH:7]=[CH:6][CH:5]=[CH:4][CH:3]=1.Cl[C:22]1[N:30]=[CH:29][N:28]=[C:27]2[C:23]=1[N:24]=[CH:25][N:26]2C1CCCCO1.CCN(C(C)C)C(C)C. Product: [CH2:1]([N:8]1[C:12]2[CH:13]=[C:14]([F:17])[CH:15]=[CH:16][C:11]=2[N:10]=[C:9]1[C@@H:18]([NH:20][C:22]1[N:30]=[CH:29][N:28]=[C:27]2[C:23]=1[N:24]=[CH:25][NH:26]2)[CH3:19])[C:2]1[CH:3]=[CH:4][CH:5]=[CH:6][CH:7]=1. The catalyst class is: 41.